From a dataset of Reaction yield outcomes from USPTO patents with 853,638 reactions. Predict the reaction yield, written as a fraction of the theoretical maximum amount of product (1.0 means a 100% yield; for example, 0.34 means a 34% yield). (1) The reactants are [CH:1]1([N:4]([CH:43]2[CH2:45][CH2:44]2)[C:5]([C:7]2[N:40]([CH2:41][CH3:42])[C:10]3=[N:11][C:12]([NH:19]/[C:20](/[NH:29][N:30]([CH2:38][CH3:39])C(OC(C)(C)C)=O)=[CH:21]/[C:22](=O)[CH:23]([O:26]C)OC)=[C:13]4[N:17]=[CH:16][N:15]([CH3:18])[C:14]4=[C:9]3[CH:8]=2)=[O:6])[CH2:3][CH2:2]1.C(O)(C(F)(F)F)=O. No catalyst specified. The product is [CH:43]1([N:4]([CH:1]2[CH2:2][CH2:3]2)[C:5]([C:7]2[N:40]([CH2:41][CH3:42])[C:10]3=[N:11][C:12]([NH:19][C:20]4[CH:21]=[C:22]([CH:23]=[O:26])[N:30]([CH2:38][CH3:39])[N:29]=4)=[C:13]4[N:17]=[CH:16][N:15]([CH3:18])[C:14]4=[C:9]3[CH:8]=2)=[O:6])[CH2:44][CH2:45]1. The yield is 0.580. (2) The reactants are [Br:1][C:2]1[CH:3]=[CH:4][C:5]([OH:22])=[C:6]([CH:21]=1)[C:7]([NH:9][C:10]1[CH:15]=[CH:14][C:13]([C:16]([F:19])([F:18])[F:17])=[CH:12][C:11]=1[Cl:20])=[O:8].[N:23]1([C:29](Cl)=[O:30])[CH2:28][CH2:27][O:26][CH2:25][CH2:24]1. No catalyst specified. The product is [Br:1][C:2]1[CH:3]=[CH:4][C:5]([O:22][C:29]([N:23]2[CH2:28][CH2:27][O:26][CH2:25][CH2:24]2)=[O:30])=[C:6]([CH:21]=1)[C:7]([NH:9][C:10]1[CH:15]=[CH:14][C:13]([C:16]([F:17])([F:19])[F:18])=[CH:12][C:11]=1[Cl:20])=[O:8]. The yield is 0.935. (3) The reactants are [Si]([O:8][CH2:9][C@@H:10]([N:14]([CH3:27])[C:15]([NH:17][CH2:18][C:19]1[CH:24]=[CH:23][CH:22]=[C:21]([F:25])[C:20]=1[Cl:26])=[O:16])[CH2:11][CH:12]=[CH2:13])(C(C)(C)C)(C)C.Cl. The catalyst is CO. The product is [Cl:26][C:20]1[C:21]([F:25])=[CH:22][CH:23]=[CH:24][C:19]=1[CH2:18][NH:17][C:15](=[O:16])[N:14]([C@@H:10]([CH2:11][CH:12]=[CH2:13])[CH2:9][OH:8])[CH3:27]. The yield is 0.770. (4) The reactants are [CH:1]1([C:4]2[NH:8][N:7]=[C:6]([NH:9][C:10]3[N:15]=[C:14]([NH:16][C@H:17]([C:20]4[CH:25]=[CH:24][C:23]([F:26])=[CH:22][CH:21]=4)[CH2:18][OH:19])[C:13]([N+:27]([O-])=O)=[CH:12][N:11]=3)[CH:5]=2)[CH2:3][CH2:2]1.[C:30](O)(=O)C.C(N)=N. The catalyst is [Pd].CCO.CCOC(C)=O.CCO. The product is [CH:1]1([C:4]2[NH:8][N:7]=[C:6]([NH:9][C:10]3[N:15]=[C:14]4[C:13]([N:27]=[CH:30][N:16]4[C@H:17]([C:20]4[CH:25]=[CH:24][C:23]([F:26])=[CH:22][CH:21]=4)[CH2:18][OH:19])=[CH:12][N:11]=3)[CH:5]=2)[CH2:3][CH2:2]1. The yield is 0.610. (5) The reactants are [CH2:1]([C:3]1[N:4]([C:28]2[CH:33]=[CH:32][C:31]([OH:34])=[CH:30][CH:29]=2)[C:5](=[O:27])[C:6]([CH2:12][C:13]2[CH:18]=[CH:17][C:16]([C:19]3[C:20]([C:25]#[N:26])=[CH:21][CH:22]=[CH:23][CH:24]=3)=[CH:15][CH:14]=2)=[C:7]([CH2:9][CH2:10][CH3:11])[N:8]=1)[CH3:2].Br[C:36]1([C:41]([O:43][CH3:44])=[O:42])[CH2:40][CH2:39][CH2:38][CH2:37]1.C(=O)([O-])[O-].[Cs+].[Cs+]. The catalyst is CN(C)C(=O)C. The product is [C:25]([C:20]1[CH:21]=[CH:22][CH:23]=[CH:24][C:19]=1[C:16]1[CH:17]=[CH:18][C:13]([CH2:12][C:6]2[C:5](=[O:27])[N:4]([C:28]3[CH:33]=[CH:32][C:31]([O:34][C:36]4([C:41]([O:43][CH3:44])=[O:42])[CH2:40][CH2:39][CH2:38][CH2:37]4)=[CH:30][CH:29]=3)[C:3]([CH2:1][CH3:2])=[N:8][C:7]=2[CH2:9][CH2:10][CH3:11])=[CH:14][CH:15]=1)#[N:26]. The yield is 0.770. (6) The reactants are [CH3:1]N(C)C=O.[H-].[Na+].[Cl:8][C:9]1[CH:14]=[C:13]([O:15][C:16]2[C:25]3[C:20](=[CH:21][C:22]([O:28][CH3:29])=[C:23]([O:26][CH3:27])[CH:24]=3)[N:19]=[CH:18][N:17]=2)[CH:12]=[CH:11][C:10]=1[NH:30][C:31](=[O:41])[O:32][CH2:33][C:34]1[CH:39]=[CH:38][CH:37]=[CH:36][C:35]=1[CH3:40].CI. The catalyst is O. The product is [Cl:8][C:9]1[CH:14]=[C:13]([O:15][C:16]2[C:25]3[C:20](=[CH:21][C:22]([O:28][CH3:29])=[C:23]([O:26][CH3:27])[CH:24]=3)[N:19]=[CH:18][N:17]=2)[CH:12]=[CH:11][C:10]=1[N:30]([CH3:1])[C:31](=[O:41])[O:32][CH2:33][C:34]1[CH:39]=[CH:38][CH:37]=[CH:36][C:35]=1[CH3:40]. The yield is 0.890. (7) The reactants are [Br:1]N1C(=O)CCC1=O.[CH3:9][C:10]1[CH:14]=[C:13]([NH:15][S:16]([C:19]2[CH:24]=[CH:23][C:22]([C:25]3[CH:30]=[CH:29][C:28]([CH3:31])=[CH:27][CH:26]=3)=[CH:21][CH:20]=2)(=[O:18])=[O:17])[O:12][N:11]=1. The catalyst is C(Cl)(Cl)Cl.ClCCl. The product is [Br:1][C:14]1[C:10]([CH3:9])=[N:11][O:12][C:13]=1[NH:15][S:16]([C:19]1[CH:20]=[CH:21][C:22]([C:25]2[CH:30]=[CH:29][C:28]([CH3:31])=[CH:27][CH:26]=2)=[CH:23][CH:24]=1)(=[O:18])=[O:17]. The yield is 0.860.